From a dataset of Full USPTO retrosynthesis dataset with 1.9M reactions from patents (1976-2016). Predict the reactants needed to synthesize the given product. (1) Given the product [CH:1]1([CH2:4][O:5][C:6]2[CH:25]=[CH:24][C:9]3[N:10]=[C:11]([N:13]4[CH2:18][CH2:17][CH:16]([O:19][CH2:20][CH:21]([NH:31][C:28]5[CH:29]=[CH:30][O:26][N:27]=5)[CH3:22])[CH2:15][CH2:14]4)[O:12][C:8]=3[CH:7]=2)[CH2:3][CH2:2]1, predict the reactants needed to synthesize it. The reactants are: [CH:1]1([CH2:4][O:5][C:6]2[CH:25]=[CH:24][C:9]3[N:10]=[C:11]([N:13]4[CH2:18][CH2:17][CH:16]([O:19][CH2:20][C:21](=O)[CH3:22])[CH2:15][CH2:14]4)[O:12][C:8]=3[CH:7]=2)[CH2:3][CH2:2]1.[O:26]1[CH:30]=[CH:29][C:28]([NH2:31])=[N:27]1.[B][B][B][B][B][B][B][B][B][B].Cl. (2) Given the product [C:1]([C:5]1[N:10]=[CH:9][C:8]([C:11]2[N:12]([C:32]([N:42]3[CH2:43][CH2:44][CH:39]([OH:38])[CH2:40][CH2:41]3)=[O:33])[C@@:13]([C:25]3[CH:26]=[CH:27][C:28]([Cl:31])=[CH:29][CH:30]=3)([CH3:24])[C@@:14]([C:17]3[CH:18]=[CH:19][C:20]([Cl:23])=[CH:21][CH:22]=3)([CH3:16])[N:15]=2)=[C:7]([O:35][CH2:36][CH3:37])[CH:6]=1)([CH3:4])([CH3:2])[CH3:3], predict the reactants needed to synthesize it. The reactants are: [C:1]([C:5]1[N:10]=[CH:9][C:8]([C:11]2[N:12]([C:32](Cl)=[O:33])[C@@:13]([C:25]3[CH:30]=[CH:29][C:28]([Cl:31])=[CH:27][CH:26]=3)([CH3:24])[C@@:14]([C:17]3[CH:22]=[CH:21][C:20]([Cl:23])=[CH:19][CH:18]=3)([CH3:16])[N:15]=2)=[C:7]([O:35][CH2:36][CH3:37])[CH:6]=1)([CH3:4])([CH3:3])[CH3:2].[OH:38][CH:39]1[CH2:44][CH2:43][NH:42][CH2:41][CH2:40]1. (3) Given the product [C:23]([C:27]1[CH:28]=[C:29]2[C:34](=[C:35]([F:37])[CH:36]=1)[C:33](=[O:38])[N:32]([C:39]1[CH:49]=[CH:48][CH:47]=[C:46]([C:2]3[CH:3]=[C:4]([NH:8][C:9]4[CH:10]=[CH:11][C:12]([C:15]([N:17]5[CH2:22][CH2:21][O:20][CH2:19][CH2:18]5)=[O:16])=[CH:13][N:14]=4)[N:5]=[N:6][CH:7]=3)[C:40]=1[CH2:41][O:42][C:43](=[O:45])[CH3:44])[N:31]=[CH:30]2)([CH3:24])([CH3:25])[CH3:26], predict the reactants needed to synthesize it. The reactants are: Cl[C:2]1[CH:3]=[C:4]([NH:8][C:9]2[N:14]=[CH:13][C:12]([C:15]([N:17]3[CH2:22][CH2:21][O:20][CH2:19][CH2:18]3)=[O:16])=[CH:11][CH:10]=2)[N:5]=[N:6][CH:7]=1.[C:23]([C:27]1[CH:28]=[C:29]2[C:34](=[C:35]([F:37])[CH:36]=1)[C:33](=[O:38])[N:32]([C:39]1[CH:49]=[CH:48][CH:47]=[C:46](B3OC(C)(C)C(C)(C)O3)[C:40]=1[CH2:41][O:42][C:43](=[O:45])[CH3:44])[N:31]=[CH:30]2)([CH3:26])([CH3:25])[CH3:24].C([O-])([O-])=O.[K+].[K+].CC(C1C=C(C(C)C)C(C2C=CC=CC=2P(C2CCCCC2)C2CCCCC2)=C(C(C)C)C=1)C. (4) The reactants are: [CH2:1]([O:3][C:4]1[CH:13]=[CH:12][C:7]2[N:8]=[C:9]([NH2:11])[S:10][C:6]=2[CH:5]=1)[CH3:2].[CH3:14][O:15][C:16]1[CH:17]=[C:18]([CH:22]=[C:23]([O:25][CH3:26])[CH:24]=1)[C:19](Cl)=[O:20].Br[CH:28]([CH2:33][CH3:34])[C:29]([O:31]C)=[O:30].COC1C=CC2N=C(N)SC=2C=1.ClC1C=C(C=CC=1)C(Cl)=O.BrCC(OCC)=O. Given the product [CH3:14][O:15][C:16]1[CH:17]=[C:18]([CH:22]=[C:23]([O:25][CH3:26])[CH:24]=1)[C:19]([N:11]=[C:9]1[N:8]([CH:28]([CH2:33][CH3:34])[C:29]([OH:31])=[O:30])[C:7]2[CH:12]=[CH:13][C:4]([O:3][CH2:1][CH3:2])=[CH:5][C:6]=2[S:10]1)=[O:20], predict the reactants needed to synthesize it.